This data is from Full USPTO retrosynthesis dataset with 1.9M reactions from patents (1976-2016). The task is: Predict the reactants needed to synthesize the given product. (1) Given the product [NH2:16][C:17]1[C:22]([C:23]([O:25][C:28]([CH3:31])([CH3:30])[CH3:29])=[O:24])=[C:21]([OH:26])[C:20]([Br:27])=[CH:19][CH:18]=1, predict the reactants needed to synthesize it. The reactants are: C1(N=C=NC2CCCCC2)CCCCC1.[NH2:16][C:17]1[C:22]([C:23]([OH:25])=[O:24])=[C:21]([OH:26])[C:20]([Br:27])=[CH:19][CH:18]=1.[C:28](O)([CH3:31])([CH3:30])[CH3:29]. (2) Given the product [Br:1][CH2:9][C:7]([C:6]1[CH:15]=[CH:16][C:17]([O:21][CH3:22])=[C:18]([O:19][CH3:20])[C:5]=1[O:4][CH3:3])=[O:8], predict the reactants needed to synthesize it. The reactants are: [Br:1]Br.[CH3:3][O:4][C:5]1[C:18]([O:19][CH3:20])=[C:17]([O:21][CH3:22])[CH:16]=[CH:15][C:6]=1[C:7]([C:9]1C=CC=CC=1)=[O:8]. (3) The reactants are: Cl.[CH3:2][N:3]([CH3:16])[C:4]1[CH:9]=[CH:8][C:7]([C@@H:10]2[O:15][CH2:14][CH2:13][NH:12][CH2:11]2)=[CH:6][CH:5]=1.Cl[C:18]1[N:19]([CH3:32])[C:20](=[O:31])[CH:21]=[C:22]([C:24]2[CH:29]=[CH:28][N:27]=[CH:26][C:25]=2[F:30])[N:23]=1.C(N(CC)CC)C. Given the product [CH3:2][N:3]([CH3:16])[C:4]1[CH:5]=[CH:6][C:7]([C@@H:10]2[O:15][CH2:14][CH2:13][N:12]([C:18]3[N:19]([CH3:32])[C:20](=[O:31])[CH:21]=[C:22]([C:24]4[CH:29]=[CH:28][N:27]=[CH:26][C:25]=4[F:30])[N:23]=3)[CH2:11]2)=[CH:8][CH:9]=1, predict the reactants needed to synthesize it. (4) Given the product [CH2:1]([O:8][C@@H:9]1[C@H:13]([O:14][CH2:15][C:16]2[CH:21]=[CH:20][CH:19]=[CH:18][CH:17]=2)[C@@H:12]([CH2:22][O:23][CH2:24][C:25]2[CH:30]=[CH:29][CH:28]=[CH:27][CH:26]=2)[O:11][CH:10]1[C:31](=[CH:34][NH:35][NH2:39])[C:32]#[N:33])[C:2]1[CH:7]=[CH:6][CH:5]=[CH:4][CH:3]=1, predict the reactants needed to synthesize it. The reactants are: [CH2:1]([O:8][C@@H:9]1[C@H:13]([O:14][CH2:15][C:16]2[CH:21]=[CH:20][CH:19]=[CH:18][CH:17]=2)[C@@H:12]([CH2:22][O:23][CH2:24][C:25]2[CH:30]=[CH:29][CH:28]=[CH:27][CH:26]=2)[O:11][CH:10]1[C:31](=[CH:34][N:35](C)C)[C:32]#[N:33])[C:2]1[CH:7]=[CH:6][CH:5]=[CH:4][CH:3]=1.O.[NH2:39]N.O.Cl.NN. (5) Given the product [F:12][C:8]1([C:6]2[CH:5]=[CH:4][N:3]=[C:2]([NH:33][C:31](=[O:32])[C:30]3[CH:29]=[CH:28][C:27]([B:22]4[O:21][C:20]([CH3:19])([CH3:36])[C:24]([CH3:26])([CH3:25])[O:23]4)=[CH:35][CH:34]=3)[CH:7]=2)[CH2:11][O:10][CH2:9]1, predict the reactants needed to synthesize it. The reactants are: Cl[C:2]1[CH:7]=[C:6]([C:8]2([F:12])[CH2:11][O:10][CH2:9]2)[CH:5]=[CH:4][N:3]=1.C([O-])([O-])=O.[Cs+].[Cs+].[CH3:19][C:20]1([CH3:36])[C:24]([CH3:26])([CH3:25])[O:23][B:22]([C:27]2[CH:35]=[CH:34][C:30]([C:31]([NH2:33])=[O:32])=[CH:29][CH:28]=2)[O:21]1.C1(P(C2C=CC=CC=2)C2C3OC4C(=CC=CC=4P(C4C=CC=CC=4)C4C=CC=CC=4)C(C)(C)C=3C=CC=2)C=CC=CC=1. (6) Given the product [C:28]([NH:1][C:2]1[S:3][C:4]2[C:9]([N:10]=1)=[CH:8][CH:7]=[C:6]([O:11][C:12]1[CH:13]=[C:14]([NH:18][C:19]([C:21]3[N:25]([CH3:26])[N:24]=[C:23]([CH3:27])[CH:22]=3)=[O:20])[CH:15]=[CH:16][CH:17]=1)[N:5]=2)(=[O:30])[CH3:29], predict the reactants needed to synthesize it. The reactants are: [NH2:1][C:2]1[S:3][C:4]2[C:9]([N:10]=1)=[CH:8][CH:7]=[C:6]([O:11][C:12]1[CH:13]=[C:14]([NH:18][C:19]([C:21]3[N:25]([CH3:26])[N:24]=[C:23]([CH3:27])[CH:22]=3)=[O:20])[CH:15]=[CH:16][CH:17]=1)[N:5]=2.[C:28](Cl)(=[O:30])[CH3:29]. (7) Given the product [CH3:22][C:21]1[C:16]([N:13]2[CH2:14][CH2:15][N:10]([C:8]([C:5]3[CH:4]=[CH:3][C:2]([N:27]4[CH2:28][C:29](=[O:30])[N:25]([CH3:24])[C:26]4=[O:31])=[N:7][CH:6]=3)=[O:9])[CH2:11][CH2:12]2)=[N:17][CH:18]=[C:19]([CH3:23])[CH:20]=1, predict the reactants needed to synthesize it. The reactants are: Br[C:2]1[N:7]=[CH:6][C:5]([C:8]([N:10]2[CH2:15][CH2:14][N:13]([C:16]3[C:21]([CH3:22])=[CH:20][C:19]([CH3:23])=[CH:18][N:17]=3)[CH2:12][CH2:11]2)=[O:9])=[CH:4][CH:3]=1.[CH3:24][N:25]1[C:29](=[O:30])[CH2:28][NH:27][C:26]1=[O:31]. (8) Given the product [Cl:36][C:37]1[CH:43]=[C:42]([O:44][C:45]2[C:46]3[N:53]([CH3:54])[CH:52]=[CH:51][C:47]=3[N:48]=[CH:49][N:50]=2)[CH:41]=[CH:40][C:38]=1[NH:39][C:27]([NH:13][C:12]1[CH:14]=[CH:15][C:9]([O:8][CH:5]2[CH2:6][CH2:7][N:2]([CH3:1])[CH2:3][CH2:4]2)=[C:10]([C:16]([F:17])([F:18])[F:19])[CH:11]=1)=[O:28], predict the reactants needed to synthesize it. The reactants are: [CH3:1][N:2]1[CH2:7][CH2:6][CH:5]([O:8][C:9]2[CH:15]=[CH:14][C:12]([NH2:13])=[CH:11][C:10]=2[C:16]([F:19])([F:18])[F:17])[CH2:4][CH2:3]1.N1C=CC=CC=1.Cl[C:27](OC1C=CC=CC=1)=[O:28].[Cl:36][C:37]1[CH:43]=[C:42]([O:44][C:45]2[C:46]3[N:53]([CH3:54])[CH:52]=[CH:51][C:47]=3[N:48]=[CH:49][N:50]=2)[CH:41]=[CH:40][C:38]=1[NH2:39]. (9) Given the product [Cl:34][C:32]1[CH:31]=[CH:30][N:29]=[C:28]([C:2]2[CH:3]=[N:4][C:5]([N:8]3[C:16]4[C:11](=[CH:12][CH:13]=[C:14]([C:17]([N:19]5[CH2:20][CH2:21][O:22][CH2:23][CH2:24]5)=[O:18])[CH:15]=4)[C:10]([S:25][CH3:26])=[CH:9]3)=[N:6][CH:7]=2)[CH:33]=1, predict the reactants needed to synthesize it. The reactants are: Br[C:2]1[CH:3]=[N:4][C:5]([N:8]2[C:16]3[C:11](=[CH:12][CH:13]=[C:14]([C:17]([N:19]4[CH2:24][CH2:23][O:22][CH2:21][CH2:20]4)=[O:18])[CH:15]=3)[C:10]([S:25][CH3:26])=[CH:9]2)=[N:6][CH:7]=1.Br[C:28]1[CH:33]=[C:32]([Cl:34])[CH:31]=[CH:30][N:29]=1.OC(C1C=CN=C(C2C=NC(N3C4C(=CC=C(C(N5CCOCC5)=O)C=4)C(SC)=C3)=NC=2)C=1)(C)C. (10) Given the product [CH3:1][O:2][C:3]1[CH:19]=[CH:18][C:6]([CH2:7][N:8]2[CH:12]=[C:11]([CH2:13][CH2:14][CH2:15][CH2:16][NH:20][CH:21]3[CH2:22][CH2:23][N:24]([C:27](=[O:47])/[CH:28]=[CH:29]/[C:30]4[CH:35]=[CH:34][C:33]([C:36]([F:38])([F:39])[F:37])=[CH:32][C:31]=4[CH2:40][N:41]4[N:45]=[N:44][C:43]([CH3:46])=[N:42]4)[CH2:25][CH2:26]3)[N:10]=[N:9]2)=[CH:5][CH:4]=1, predict the reactants needed to synthesize it. The reactants are: [CH3:1][O:2][C:3]1[CH:19]=[CH:18][C:6]([CH2:7][N:8]2[CH:12]=[C:11]([CH2:13][CH2:14][CH2:15][CH:16]=O)[N:10]=[N:9]2)=[CH:5][CH:4]=1.[NH2:20][CH:21]1[CH2:26][CH2:25][N:24]([C:27](=[O:47])/[CH:28]=[CH:29]/[C:30]2[CH:35]=[CH:34][C:33]([C:36]([F:39])([F:38])[F:37])=[CH:32][C:31]=2[CH2:40][N:41]2[N:45]=[N:44][C:43]([CH3:46])=[N:42]2)[CH2:23][CH2:22]1.C(O[BH-](OC(=O)C)OC(=O)C)(=O)C.[Na+].